From a dataset of Catalyst prediction with 721,799 reactions and 888 catalyst types from USPTO. Predict which catalyst facilitates the given reaction. (1) Reactant: [ClH:1].[C:2]([C@@:4]1([CH:26]2[CH2:28][CH2:27]2)[CH2:8][CH2:7][N:6]([C:9]2[CH:14]=[CH:13][N:12]=[C:11]([NH:15][C:16]3[CH:20]=[CH:19][N:18]([CH2:21][C:22](O)=[O:23])[N:17]=3)[CH:10]=2)[C:5]1=[O:25])#[N:3].[CH2:29]([N:31]=C=NCCCN(C)C)C.ON1C2C=CC=CC=2N=N1.Cl.CN.C(=O)(O)[O-].[Na+]. Product: [ClH:1].[C:2]([C@@:4]1([CH:26]2[CH2:27][CH2:28]2)[CH2:8][CH2:7][N:6]([C:9]2[CH:14]=[CH:13][N:12]=[C:11]([NH:15][C:16]3[CH:20]=[CH:19][N:18]([CH2:21][C:22]([NH:31][CH3:29])=[O:23])[N:17]=3)[CH:10]=2)[C:5]1=[O:25])#[N:3]. The catalyst class is: 289. (2) Reactant: C([O:3][C:4](=[O:19])[CH2:5][N:6]([CH3:18])[C:7]1[CH:12]=[CH:11][C:10]([O:13][C:14]([F:17])([F:16])[F:15])=[CH:9][CH:8]=1)C.[OH-].[K+].Cl. Product: [CH3:18][N:6]([C:7]1[CH:12]=[CH:11][C:10]([O:13][C:14]([F:15])([F:16])[F:17])=[CH:9][CH:8]=1)[CH2:5][C:4]([OH:19])=[O:3]. The catalyst class is: 24. (3) Reactant: [Br:1][CH:2]1[CH2:8][CH2:7][CH2:6][C:5]2[CH:9]=[C:10]([N:13]3[CH2:17][C@H:16]([CH2:18][NH:19][C:20](=[O:22])[CH3:21])[O:15][C:14]3=[O:23])[CH:11]=[CH:12][C:4]=2[C:3]1=O.[N:25]1([CH2:31][CH2:32][NH:33][C:34]([NH2:36])=[S:35])[CH2:30][CH2:29][CH2:28][CH2:27][CH2:26]1. Product: [BrH:1].[O:23]=[C:14]1[N:13]([C:10]2[CH:11]=[CH:12][C:4]3[C:3]4[N:36]=[C:34]([NH:33][CH2:32][CH2:31][N:25]5[CH2:30][CH2:29][CH2:28][CH2:27][CH2:26]5)[S:35][C:2]=4[CH2:8][CH2:7][CH2:6][C:5]=3[CH:9]=2)[CH2:17][C@H:16]([CH2:18][NH:19][C:20](=[O:22])[CH3:21])[O:15]1. The catalyst class is: 8. (4) Reactant: [CH3:1][S:2][C:3]1[CH:4]=[C:5]([CH:28]=[C:29]([S:31][CH3:32])[CH:30]=1)[CH2:6][O:7][C:8]1[CH:9]=[C:10]([CH:13]=[C:14]([O:16][CH2:17][C:18]2[CH:23]=[C:22]([S:24][CH3:25])[CH:21]=[C:20]([S:26][CH3:27])[CH:19]=2)[CH:15]=1)[CH2:11]O.C(Br)(Br)(Br)[Br:34].C1(P(C2C=CC=CC=2)C2C=CC=CC=2)C=CC=CC=1. Product: [CH3:1][S:2][C:3]1[CH:4]=[C:5]([CH:28]=[C:29]([S:31][CH3:32])[CH:30]=1)[CH2:6][O:7][C:8]1[CH:9]=[C:10]([CH:13]=[C:14]([O:16][CH2:17][C:18]2[CH:23]=[C:22]([S:24][CH3:25])[CH:21]=[C:20]([S:26][CH3:27])[CH:19]=2)[CH:15]=1)[CH2:11][Br:34]. The catalyst class is: 7. (5) Reactant: [CH3:1][C:2]1[CH:7]=[CH:6][C:5]([CH:8]2[CH2:12][CH2:11][CH2:10][N:9]2[C:13]2[N:14]=[C:15]([NH:23][C:24]3[S:25][C:26]([C:29]#[N:30])=[CH:27][N:28]=3)[C:16]3[CH2:22][NH:21][CH2:20][CH2:19][C:17]=3[N:18]=2)=[CH:4][CH:3]=1.CCN(C(C)C)C(C)C.[CH3:40][S:41](Cl)(=[O:43])=[O:42].O. Product: [CH3:1][C:2]1[CH:7]=[CH:6][C:5]([CH:8]2[CH2:12][CH2:11][CH2:10][N:9]2[C:13]2[N:14]=[C:15]([NH:23][C:24]3[S:25][C:26]([C:29]#[N:30])=[CH:27][N:28]=3)[C:16]3[CH2:22][N:21]([S:41]([CH3:40])(=[O:43])=[O:42])[CH2:20][CH2:19][C:17]=3[N:18]=2)=[CH:4][CH:3]=1. The catalyst class is: 2. (6) Reactant: Cl[C:2]1[C:3]([C:16]2[CH:21]=[CH:20][C:19]([F:22])=[CH:18][CH:17]=2)=[N:4][C:5]2[C:10]([N:11]=1)=[CH:9][C:8]([C:12]([O:14][CH3:15])=[O:13])=[CH:7][CH:6]=2.[NH:23]1[CH2:26][CH2:25][CH2:24]1.CCN(C(C)C)C(C)C. Product: [N:23]1([C:2]2[C:3]([C:16]3[CH:21]=[CH:20][C:19]([F:22])=[CH:18][CH:17]=3)=[N:4][C:5]3[C:10]([N:11]=2)=[CH:9][C:8]([C:12]([O:14][CH3:15])=[O:13])=[CH:7][CH:6]=3)[CH2:26][CH2:25][CH2:24]1. The catalyst class is: 58.